From a dataset of Merck oncology drug combination screen with 23,052 pairs across 39 cell lines. Regression. Given two drug SMILES strings and cell line genomic features, predict the synergy score measuring deviation from expected non-interaction effect. (1) Drug 1: CC1CC2C3CCC4=CC(=O)C=CC4(C)C3(F)C(O)CC2(C)C1(O)C(=O)CO. Drug 2: CNC(=O)c1cc(Oc2ccc(NC(=O)Nc3ccc(Cl)c(C(F)(F)F)c3)cc2)ccn1. Cell line: SW837. Synergy scores: synergy=0.377. (2) Drug 1: COc1cc(C2c3cc4c(cc3C(OC3OC5COC(C)OC5C(O)C3O)C3COC(=O)C23)OCO4)cc(OC)c1O. Drug 2: C#Cc1cccc(Nc2ncnc3cc(OCCOC)c(OCCOC)cc23)c1. Cell line: RPMI7951. Synergy scores: synergy=-0.933. (3) Drug 1: COC12C(COC(N)=O)C3=C(C(=O)C(C)=C(N)C3=O)N1CC1NC12. Drug 2: O=C(O)C1(Cc2cccc(Nc3nccs3)n2)CCC(Oc2cccc(Cl)c2F)CC1. Cell line: NCIH1650. Synergy scores: synergy=-24.6. (4) Synergy scores: synergy=7.66. Cell line: A2780. Drug 1: O=C(NOCC(O)CO)c1ccc(F)c(F)c1Nc1ccc(I)cc1F. Drug 2: NC1CCCCC1N.O=C(O)C(=O)O.[Pt+2]. (5) Drug 1: CCC1(O)CC2CN(CCc3c([nH]c4ccccc34)C(C(=O)OC)(c3cc4c(cc3OC)N(C)C3C(O)(C(=O)OC)C(OC(C)=O)C5(CC)C=CCN6CCC43C65)C2)C1. Drug 2: O=C(O)C1(Cc2cccc(Nc3nccs3)n2)CCC(Oc2cccc(Cl)c2F)CC1. Cell line: HT29. Synergy scores: synergy=41.0. (6) Drug 1: O=c1[nH]cc(F)c(=O)[nH]1. Drug 2: NC1(c2ccc(-c3nc4ccn5c(=O)[nH]nc5c4cc3-c3ccccc3)cc2)CCC1. Cell line: OCUBM. Synergy scores: synergy=0.752. (7) Cell line: A375. Synergy scores: synergy=-16.4. Drug 2: CCC1(O)C(=O)OCc2c1cc1n(c2=O)Cc2cc3c(CN(C)C)c(O)ccc3nc2-1. Drug 1: COC1=C2CC(C)CC(OC)C(O)C(C)C=C(C)C(OC(N)=O)C(OC)C=CC=C(C)C(=O)NC(=CC1=O)C2=O. (8) Drug 1: N.N.O=C(O)C1(C(=O)O)CCC1.[Pt]. Drug 2: COC1=C2CC(C)CC(OC)C(O)C(C)C=C(C)C(OC(N)=O)C(OC)C=CC=C(C)C(=O)NC(=CC1=O)C2=O. Cell line: MDAMB436. Synergy scores: synergy=7.87.